Dataset: Catalyst prediction with 721,799 reactions and 888 catalyst types from USPTO. Task: Predict which catalyst facilitates the given reaction. (1) Reactant: C(N)(=O)C1C=CC=CC=1.[N+:10]([C:13]1[CH:21]=[CH:20][CH:19]=[CH:18][C:14]=1[C:15]([NH2:17])=[O:16])([O-])=O. Product: [NH2:10][C:13]1[CH:21]=[CH:20][CH:19]=[CH:18][C:14]=1[C:15]([NH2:17])=[O:16]. The catalyst class is: 14. (2) Reactant: [Br:1][C:2]1[C:10]2[C:9]([Cl:11])=[N:8][CH:7]=[N:6][C:5]=2[NH:4][CH:3]=1.[H-].[Na+].[C:14]1([S:20](Cl)(=[O:22])=[O:21])[CH:19]=[CH:18][CH:17]=[CH:16][CH:15]=1.O. Product: [C:14]1([S:20]([N:4]2[C:5]3[N:6]=[CH:7][N:8]=[C:9]([Cl:11])[C:10]=3[C:2]([Br:1])=[CH:3]2)(=[O:22])=[O:21])[CH:19]=[CH:18][CH:17]=[CH:16][CH:15]=1. The catalyst class is: 3. (3) Reactant: Br[C:2]1[CH:11]=[C:10]([O:12][CH3:13])[C:9]2[CH:8]([N:14]([CH:16]3[CH2:18][CH2:17]3)[CH3:15])[CH2:7][CH2:6][C:5]([CH3:20])([CH3:19])[C:4]=2[CH:3]=1.C(N(CC)CC)C.[CH3:28][Si:29]([C:32]#[CH:33])([CH3:31])[CH3:30]. Product: [CH:16]1([N:14]([CH3:15])[CH:8]2[CH2:7][CH2:6][C:5]([CH3:20])([CH3:19])[C:4]3[C:3]([C:33]#[C:32][Si:29]([CH3:31])([CH3:30])[CH3:28])=[CH:2][CH:11]=[C:10]([O:12][CH3:13])[C:9]2=3)[CH2:18][CH2:17]1. The catalyst class is: 730. (4) Reactant: [CH3:1][O:2][CH2:3][CH2:4][N:5]1[CH:10]=[CH:9][C:8]([C:11]([O:13]C)=[O:12])=[CH:7][C:6]1=[O:15].[OH-].[Na+]. Product: [CH3:1][O:2][CH2:3][CH2:4][N:5]1[CH:10]=[CH:9][C:8]([C:11]([OH:13])=[O:12])=[CH:7][C:6]1=[O:15]. The catalyst class is: 12. (5) Reactant: Cl.[OH:2][NH2:3].CC([O-])=O.[Na+].[CH3:9][C:10]1[S:14][C:13]([CH:15]=O)=[CH:12][CH:11]=1. Product: [CH3:9][C:10]1[S:14][C:13]([CH:15]=[N:3][OH:2])=[CH:12][CH:11]=1. The catalyst class is: 14. (6) Reactant: [C:1]([C:5]1[N:6]=[C:7]2[CH:12]=[C:11](C(O)=O)[CH:10]=[CH:9][N:8]2[C:16]=1[CH2:17][CH:18]1[CH2:23][CH2:22][CH2:21][CH2:20][CH2:19]1)([CH3:4])([CH3:3])[CH3:2].C1(P(N=[N+]=[N-])(C2C=CC=CC=2)=[O:31])C=CC=CC=1.C([N:43]([CH2:46]C)CC)C.[C:48]([OH:52])([CH3:51])([CH3:50])[CH3:49]. Product: [C:1]([C:5]1[N:6]=[C:7]2[CH:12]=[C:11]([NH:43][C:46](=[O:31])[O:52][C:48]([CH3:51])([CH3:50])[CH3:49])[CH:10]=[CH:9][N:8]2[C:16]=1[CH2:17][CH:18]1[CH2:23][CH2:22][CH2:21][CH2:20][CH2:19]1)([CH3:4])([CH3:2])[CH3:3]. The catalyst class is: 93.